Dataset: Full USPTO retrosynthesis dataset with 1.9M reactions from patents (1976-2016). Task: Predict the reactants needed to synthesize the given product. Given the product [Br:1][C:2]1[CH:3]=[C:4]([CH:7]=[CH:8][CH:9]=1)[CH2:5][NH:6][C:17](=[O:24])[C:18]1[CH:23]=[CH:22][CH:21]=[CH:20][CH:19]=1, predict the reactants needed to synthesize it. The reactants are: [Br:1][C:2]1[CH:3]=[C:4]([CH:7]=[CH:8][CH:9]=1)[CH2:5][NH2:6].C(N(CC)CC)C.[C:17](Cl)(=[O:24])[C:18]1[CH:23]=[CH:22][CH:21]=[CH:20][CH:19]=1.